Dataset: Forward reaction prediction with 1.9M reactions from USPTO patents (1976-2016). Task: Predict the product of the given reaction. (1) Given the reactants [F:1][C:2]1[CH:19]=[CH:18][C:5]([O:6][CH:7]2[CH2:12][CH2:11][N:10]([C:13](=[O:17])[C:14]([OH:16])=O)[CH2:9][CH2:8]2)=[CH:4][CH:3]=1.[NH2:20][C:21]1[CH:22]=[C:23]2[C:27](=[CH:28][CH:29]=1)[NH:26][C:25](=[O:30])[CH2:24]2, predict the reaction product. The product is: [F:1][C:2]1[CH:3]=[CH:4][C:5]([O:6][CH:7]2[CH2:8][CH2:9][N:10]([C:13](=[O:17])[C:14]([NH:20][C:21]3[CH:22]=[C:23]4[C:27](=[CH:28][CH:29]=3)[NH:26][C:25](=[O:30])[CH2:24]4)=[O:16])[CH2:11][CH2:12]2)=[CH:18][CH:19]=1. (2) The product is: [C:20]([O:24][C:25](=[O:43])[N:26]([C@:28]([C:35]1[CH:40]=[CH:39][C:38]([Cl:41])=[C:37]([Cl:42])[CH:36]=1)([CH2:32][CH:33]=[CH2:34])[CH2:29][N:30]([CH3:31])[C:15](=[O:16])[CH2:14][C:13]([F:19])([F:18])[F:12])[CH3:27])([CH3:21])([CH3:22])[CH3:23]. Given the reactants O.ON1C2C=CC=CC=2N=N1.[F:12][C:13]([F:19])([F:18])[CH2:14][C:15](O)=[O:16].[C:20]([O:24][C:25](=[O:43])[N:26]([C@:28]([C:35]1[CH:40]=[CH:39][C:38]([Cl:41])=[C:37]([Cl:42])[CH:36]=1)([CH2:32][CH:33]=[CH2:34])[CH2:29][NH:30][CH3:31])[CH3:27])([CH3:23])([CH3:22])[CH3:21].O, predict the reaction product.